This data is from NCI-60 drug combinations with 297,098 pairs across 59 cell lines. The task is: Regression. Given two drug SMILES strings and cell line genomic features, predict the synergy score measuring deviation from expected non-interaction effect. (1) Drug 1: COCCOC1=C(C=C2C(=C1)C(=NC=N2)NC3=CC=CC(=C3)C#C)OCCOC.Cl. Drug 2: B(C(CC(C)C)NC(=O)C(CC1=CC=CC=C1)NC(=O)C2=NC=CN=C2)(O)O. Cell line: MDA-MB-231. Synergy scores: CSS=70.5, Synergy_ZIP=41.5, Synergy_Bliss=44.7, Synergy_Loewe=44.2, Synergy_HSA=42.1. (2) Drug 1: COC1=CC(=CC(=C1O)OC)C2C3C(COC3=O)C(C4=CC5=C(C=C24)OCO5)OC6C(C(C7C(O6)COC(O7)C8=CC=CS8)O)O. Drug 2: C1=CC(=CC=C1C#N)C(C2=CC=C(C=C2)C#N)N3C=NC=N3. Cell line: EKVX. Synergy scores: CSS=36.4, Synergy_ZIP=2.24, Synergy_Bliss=3.32, Synergy_Loewe=-7.40, Synergy_HSA=3.61. (3) Drug 1: CCC1=CC2CC(C3=C(CN(C2)C1)C4=CC=CC=C4N3)(C5=C(C=C6C(=C5)C78CCN9C7C(C=CC9)(C(C(C8N6C)(C(=O)OC)O)OC(=O)C)CC)OC)C(=O)OC.C(C(C(=O)O)O)(C(=O)O)O. Drug 2: CC12CCC3C(C1CCC2O)C(CC4=C3C=CC(=C4)O)CCCCCCCCCS(=O)CCCC(C(F)(F)F)(F)F. Cell line: MDA-MB-435. Synergy scores: CSS=61.2, Synergy_ZIP=5.36, Synergy_Bliss=5.46, Synergy_Loewe=-16.3, Synergy_HSA=6.00. (4) Drug 2: CCCCC(=O)OCC(=O)C1(CC(C2=C(C1)C(=C3C(=C2O)C(=O)C4=C(C3=O)C=CC=C4OC)O)OC5CC(C(C(O5)C)O)NC(=O)C(F)(F)F)O. Cell line: IGROV1. Drug 1: CC1=CC=C(C=C1)C2=CC(=NN2C3=CC=C(C=C3)S(=O)(=O)N)C(F)(F)F. Synergy scores: CSS=25.1, Synergy_ZIP=2.56, Synergy_Bliss=1.25, Synergy_Loewe=-19.6, Synergy_HSA=-2.08. (5) Drug 1: CC(CN1CC(=O)NC(=O)C1)N2CC(=O)NC(=O)C2. Drug 2: CC1=C(C=C(C=C1)C(=O)NC2=CC(=CC(=C2)C(F)(F)F)N3C=C(N=C3)C)NC4=NC=CC(=N4)C5=CN=CC=C5. Cell line: MOLT-4. Synergy scores: CSS=49.5, Synergy_ZIP=2.20, Synergy_Bliss=2.62, Synergy_Loewe=-1.65, Synergy_HSA=-0.711. (6) Drug 1: CC(C)(C#N)C1=CC(=CC(=C1)CN2C=NC=N2)C(C)(C)C#N. Drug 2: C1=NC(=NC(=O)N1C2C(C(C(O2)CO)O)O)N. Cell line: IGROV1. Synergy scores: CSS=5.31, Synergy_ZIP=-1.81, Synergy_Bliss=-1.60, Synergy_Loewe=-2.96, Synergy_HSA=-3.29. (7) Drug 1: CC1OCC2C(O1)C(C(C(O2)OC3C4COC(=O)C4C(C5=CC6=C(C=C35)OCO6)C7=CC(=C(C(=C7)OC)O)OC)O)O. Drug 2: C(CN)CNCCSP(=O)(O)O. Cell line: HCT116. Synergy scores: CSS=55.3, Synergy_ZIP=-4.36, Synergy_Bliss=-5.15, Synergy_Loewe=-1.82, Synergy_HSA=-0.289. (8) Drug 1: CC1=C2C(C(=O)C3(C(CC4C(C3C(C(C2(C)C)(CC1OC(=O)C(C(C5=CC=CC=C5)NC(=O)OC(C)(C)C)O)O)OC(=O)C6=CC=CC=C6)(CO4)OC(=O)C)OC)C)OC. Drug 2: COC1=C2C(=CC3=C1OC=C3)C=CC(=O)O2. Cell line: HOP-62. Synergy scores: CSS=26.8, Synergy_ZIP=-0.502, Synergy_Bliss=-3.62, Synergy_Loewe=-29.2, Synergy_HSA=-2.35. (9) Drug 1: CC(C1=C(C=CC(=C1Cl)F)Cl)OC2=C(N=CC(=C2)C3=CN(N=C3)C4CCNCC4)N. Drug 2: CN(C)C1=NC(=NC(=N1)N(C)C)N(C)C. Cell line: 786-0. Synergy scores: CSS=-4.86, Synergy_ZIP=0.801, Synergy_Bliss=-0.973, Synergy_Loewe=-5.74, Synergy_HSA=-3.80.